From a dataset of Forward reaction prediction with 1.9M reactions from USPTO patents (1976-2016). Predict the product of the given reaction. (1) The product is: [N+:1]([C:4]1[CH:10]=[C:9]([N+:11]([O-:13])=[O:12])[CH:8]=[C:7]([CH2:15][CH2:16][CH2:17][CH3:18])[C:5]=1[NH2:6])([O-:3])=[O:2]. Given the reactants [N+:1]([C:4]1[CH:10]=[C:9]([N+:11]([O-:13])=[O:12])[CH:8]=[C:7](Br)[C:5]=1[NH2:6])([O-:3])=[O:2].[CH2:15]([Sn]([CH2:15][CH2:16][CH2:17][CH3:18])([CH2:15][CH2:16][CH2:17][CH3:18])[CH2:15][CH2:16][CH2:17][CH3:18])[CH2:16][CH2:17][CH3:18], predict the reaction product. (2) The product is: [ClH:37].[NH2:8][CH2:9][CH2:10][N:11]1[C:16](=[O:17])[N:15]=[C:14]([NH:18][C:19]2[CH:24]=[CH:23][C:22]([O:25][CH:26]([CH3:27])[CH3:28])=[C:21]([F:29])[CH:20]=2)[N:13]([CH2:30][C:31]2[CH:32]=[CH:33][C:34]([Cl:37])=[CH:35][CH:36]=2)[C:12]1=[O:38]. Given the reactants C(OC([NH:8][CH2:9][CH2:10][N:11]1[C:16](=[O:17])[N:15]=[C:14]([NH:18][C:19]2[CH:24]=[CH:23][C:22]([O:25][CH:26]([CH3:28])[CH3:27])=[C:21]([F:29])[CH:20]=2)[N:13]([CH2:30][C:31]2[CH:36]=[CH:35][C:34]([Cl:37])=[CH:33][CH:32]=2)[C:12]1=[O:38])=O)(C)(C)C.Cl, predict the reaction product. (3) Given the reactants Cl[C:2]1[C:11]([CH2:12][OH:13])=[CH:10][C:9]2[C:4](=[C:5]([CH3:14])[CH:6]=[CH:7][CH:8]=2)[N:3]=1.[NH:15]1[CH2:19][CH2:18][CH2:17][CH2:16]1, predict the reaction product. The product is: [CH3:14][C:5]1[CH:6]=[CH:7][CH:8]=[C:9]2[C:4]=1[N:3]=[C:2]([N:15]1[CH2:19][CH2:18][CH2:17][CH2:16]1)[C:11]([CH2:12][OH:13])=[CH:10]2.